From a dataset of Peptide-MHC class II binding affinity with 134,281 pairs from IEDB. Regression. Given a peptide amino acid sequence and an MHC pseudo amino acid sequence, predict their binding affinity value. This is MHC class II binding data. (1) The peptide sequence is KNPLKFDNTYFTELL. The MHC is HLA-DQA10401-DQB10402 with pseudo-sequence HLA-DQA10401-DQB10402. The binding affinity (normalized) is 0.344. (2) The peptide sequence is FRNIVNMLHGVRDGL. The MHC is DRB1_0401 with pseudo-sequence DRB1_0401. The binding affinity (normalized) is 0.779. (3) The MHC is DRB1_0401 with pseudo-sequence DRB1_0401. The peptide sequence is QVESTAGSLQGQWRG. The binding affinity (normalized) is 0.274.